This data is from Forward reaction prediction with 1.9M reactions from USPTO patents (1976-2016). The task is: Predict the product of the given reaction. Given the reactants [CH3:1][O:2][C:3](=[O:19])[CH:4]([NH:8][C:9](=[O:18])[C:10]1[C:15]([Cl:16])=[CH:14][CH:13]=[CH:12][C:11]=1[Cl:17])[CH2:5][CH:6]=[CH2:7].I[C:21]1[CH:26]=[CH:25][C:24]([N:27]([CH2:34][CH2:35][O:36][CH3:37])[C:28]2[N:33]=[CH:32][CH:31]=[CH:30][N:29]=2)=[CH:23][CH:22]=1, predict the reaction product. The product is: [CH3:1][O:2][C:3](=[O:19])[CH:4]([NH:8][C:9](=[O:18])[C:10]1[C:11]([Cl:17])=[CH:12][CH:13]=[CH:14][C:15]=1[Cl:16])[CH2:5]/[CH:6]=[CH:7]/[C:21]1[CH:22]=[CH:23][C:24]([N:27]([CH2:34][CH2:35][O:36][CH3:37])[C:28]2[N:33]=[CH:32][CH:31]=[CH:30][N:29]=2)=[CH:25][CH:26]=1.